From a dataset of TCR-epitope binding with 47,182 pairs between 192 epitopes and 23,139 TCRs. Binary Classification. Given a T-cell receptor sequence (or CDR3 region) and an epitope sequence, predict whether binding occurs between them. (1) The epitope is TEILPVSMTK. The TCR CDR3 sequence is CASSYGILVGGELFF. Result: 0 (the TCR does not bind to the epitope). (2) The epitope is IVTDFSVIK. The TCR CDR3 sequence is CASTTTGNTDTQYF. Result: 0 (the TCR does not bind to the epitope). (3) The epitope is YLNTLTLAV. The TCR CDR3 sequence is CASSLVDSNTEAFF. Result: 1 (the TCR binds to the epitope). (4) The epitope is FVDGVPFVV. The TCR CDR3 sequence is CASSPTGSSYEQYF. Result: 0 (the TCR does not bind to the epitope). (5) Result: 0 (the TCR does not bind to the epitope). The epitope is CINGVCWTV. The TCR CDR3 sequence is CASSPVSGEDEQYF. (6) The epitope is PKYVKQNTLKLAT. The TCR CDR3 sequence is CASRADREREQFF. Result: 1 (the TCR binds to the epitope). (7) The epitope is DRFYKTLRAEQASQEV. The TCR CDR3 sequence is CASSLAEDTQYF. Result: 0 (the TCR does not bind to the epitope).